This data is from Full USPTO retrosynthesis dataset with 1.9M reactions from patents (1976-2016). The task is: Predict the reactants needed to synthesize the given product. (1) Given the product [C:44]([C@@H:41]1[CH2:42][CH2:43][C@H:38]([C:35]2[CH:34]=[CH:33][C:32]([C@H:14]([C:15](=[O:31])[NH:16][C:17]3[CH:18]=[CH:19][C:20]([C:23]4[CH:28]=[CH:27][C:26]([Cl:29])=[CH:25][C:24]=4[CH3:30])=[CH:21][CH:22]=3)[CH2:13][C:10]3[CH:11]=[CH:12][C:7]([C:6]([OH:48])=[O:5])=[CH:8][CH:9]=3)=[CH:37][CH:36]=2)[CH2:39][CH2:40]1)([CH3:47])([CH3:46])[CH3:45], predict the reactants needed to synthesize it. The reactants are: C([O:5][C:6](=[O:48])[C:7]1[CH:12]=[CH:11][C:10]([CH2:13][C@H:14]([C:32]2[CH:37]=[CH:36][C:35]([C@H:38]3[CH2:43][CH2:42][C@@H:41]([C:44]([CH3:47])([CH3:46])[CH3:45])[CH2:40][CH2:39]3)=[CH:34][CH:33]=2)[C:15](=[O:31])[NH:16][C:17]2[CH:22]=[CH:21][C:20]([C:23]3[CH:28]=[CH:27][C:26]([Cl:29])=[CH:25][C:24]=3[CH3:30])=[CH:19][CH:18]=2)=[CH:9][CH:8]=1)(C)(C)C.FC(F)(F)C(O)=O.Cl. (2) Given the product [Cl:1][C:2]1[C:3]([CH2:4][OH:5])=[CH:7][CH:8]=[CH:9][N:10]=1, predict the reactants needed to synthesize it. The reactants are: [Cl:1][C:2]1[N:10]=[CH:9][CH:8]=[CH:7][C:3]=1[C:4](O)=[O:5].[H-].[H-].[H-].[H-].[Li+].[Al+3].O.[OH-].[Na+]. (3) Given the product [C:1]([O:7][CH2:8][N:9]1[CH:13]=[C:12]([CH2:14][CH2:15][CH2:16][C:17]([NH:20][CH:21]2[CH2:22][CH2:23][N:24]([C:27]([O:29][C:30]([CH3:33])([CH3:32])[CH3:31])=[O:28])[CH2:25][CH2:26]2)=[O:19])[N:11]=[N:10]1)(=[O:6])[C:2]([CH3:3])([CH3:4])[CH3:5], predict the reactants needed to synthesize it. The reactants are: [C:1]([O:7][CH2:8][N:9]1[CH:13]=[C:12]([CH2:14][CH2:15][CH2:16][C:17]([OH:19])=O)[N:11]=[N:10]1)(=[O:6])[C:2]([CH3:5])([CH3:4])[CH3:3].[NH2:20][CH:21]1[CH2:26][CH2:25][N:24]([C:27]([O:29][C:30]([CH3:33])([CH3:32])[CH3:31])=[O:28])[CH2:23][CH2:22]1.CCN(C(C)C)C(C)C.C(P1(=O)OP(CCC)(=O)OP(CCC)(=O)O1)CC. (4) Given the product [Cl:1][C:2]1[C:3]([NH:12][C:13]2[CH:18]=[CH:17][N:22]=[CH:21][N:14]=2)=[N:4][C:5]2[C:10]([N:11]=1)=[CH:9][CH:8]=[CH:7][CH:6]=2, predict the reactants needed to synthesize it. The reactants are: [Cl:1][C:2]1[C:3]([NH:12][C:13]2[N:14]=NC=[CH:17][CH:18]=2)=[N:4][C:5]2[C:10]([N:11]=1)=[CH:9][CH:8]=[CH:7][CH:6]=2.ClC1[C:21](NC2N=NC=CN=2)=[N:22]C2C(N=1)=CC=CC=2.ClC1C(NC2N=NC(C)=C(C)N=2)=NC2C(N=1)=CC=CC=2.ClC1C(NC2C=CN=CC=2)=NC2C(N=1)=CC=CC=2.ClC1C(NC2C=CC=CN=2)=NC2C(N=1)=CC=CC=2.ClC1C(NC2ON=C(C)C=2C)=NC2C(N=1)=CC=CC=2.ClC1C(NC2C=CON=2)=NC2C(N=1)=CC=CC=2. (5) Given the product [I:11][C:8]1[CH:9]=[CH:10][C:5]([C:2]([N:12]2[CH2:17][CH2:16][O:15][CH2:14][CH2:13]2)([CH3:4])[CH3:3])=[CH:6][CH:7]=1, predict the reactants needed to synthesize it. The reactants are: Cl[C:2]([C:5]1[CH:10]=[CH:9][C:8]([I:11])=[CH:7][CH:6]=1)([CH3:4])[CH3:3].[NH:12]1[CH2:17][CH2:16][O:15][CH2:14][CH2:13]1. (6) Given the product [CH3:23][O:22][C:18]1[N:17]=[C:16]([CH2:13][C:12]#[N:14])[CH:21]=[CH:20][CH:19]=1, predict the reactants needed to synthesize it. The reactants are: C([Li])CCC.CCCCCC.[C:12](#[N:14])[CH3:13].Br[C:16]1[CH:21]=[CH:20][CH:19]=[C:18]([O:22][CH3:23])[N:17]=1. (7) Given the product [CH3:1][C@@H:2]1[C@H:12]2[CH2:13][CH2:14][C@@:15]3([CH3:19])[O:17][O:18][C@@:11]42[C@H:5]([C@H:6]([CH3:20])[C@H:7]([O:8][CH2:22][C:23]2[CH:45]=[CH:46][C:29]([C:31]([OH:32])=[O:40])=[CH:27][CH:25]=2)[O:9][C@@H:10]4[O:16]3)[CH2:4][CH2:3]1, predict the reactants needed to synthesize it. The reactants are: [CH3:1][C@H:2]1[C@@H:12]2[CH2:13][CH2:14][C@:15]3([CH3:19])[O:17][O:18][C@:11]42[C@H:5]([C@@H:6]([CH3:20])[C:7]([O:9][C@@H:10]4[O:16]3)=[O:8])[CH2:4][CH2:3]1.O=[CH:22][C@@H:23]([C@H:25]([C@@H:27]([C@@H:29]([CH2:31][OH:32])O)O)O)O.[BH4-].[Na+].Cl[Si](C)(C)C.[OH-:40].[K+].CO.O1CCO[CH2:46][CH2:45]1. (8) The reactants are: Cl[C:2]1[C:11]2[C:6](=[CH:7][C:8]([O:14][CH3:15])=[C:9]([O:12][CH3:13])[CH:10]=2)[N:5]=[CH:4][CH:3]=1.[CH3:16][C:17]1[CH:22]=[CH:21][C:20]([C:23]([CH2:25]O)=[O:24])=[CH:19][C:18]=1[CH3:27].[OH2:28]. Given the product [CH3:13][O:12][C:9]1[CH:10]=[C:11]2[C:6](=[CH:7][C:8]=1[O:14][CH3:15])[N:5]=[CH:4][CH:3]=[C:2]2[O:28][C:21]1[CH:22]=[C:17]([CH3:16])[C:18]([CH3:27])=[CH:19][C:20]=1[C:23](=[O:24])[CH3:25], predict the reactants needed to synthesize it. (9) Given the product [C:19]([C:23]1[CH:28]=[C:27]([C:29]([CH3:32])([CH3:31])[CH3:30])[CH:26]=[C:25]([CH:13]([N:1]2[CH2:6][CH2:5][CH2:4][CH2:3][CH2:2]2)[C:12]2[CH:15]=[CH:16][C:9]([C:8]([F:18])([F:17])[F:7])=[CH:10][CH:11]=2)[C:24]=1[OH:33])([CH3:22])([CH3:21])[CH3:20], predict the reactants needed to synthesize it. The reactants are: [NH:1]1[CH2:6][CH2:5][CH2:4][CH2:3][CH2:2]1.[F:7][C:8]([F:18])([F:17])[C:9]1[CH:16]=[CH:15][C:12]([CH:13]=O)=[CH:11][CH:10]=1.[C:19]([C:23]1[CH:28]=[C:27]([C:29]([CH3:32])([CH3:31])[CH3:30])[CH:26]=[CH:25][C:24]=1[OH:33])([CH3:22])([CH3:21])[CH3:20]. (10) Given the product [CH3:1][O:2][C:3]1[CH:4]=[C:5]2[C:9](=[CH:10][CH:11]=1)[NH:8][CH:7]=[C:6]2[C:15]1[CH2:16][CH2:17][NH:12][CH2:13][CH:14]=1, predict the reactants needed to synthesize it. The reactants are: [CH3:1][O:2][C:3]1[CH:4]=[C:5]2[C:9](=[CH:10][CH:11]=1)[NH:8][CH:7]=[CH:6]2.[NH:12]1[CH2:17][CH2:16][C:15](O)(O)[CH2:14][CH2:13]1.